From a dataset of NCI-60 drug combinations with 297,098 pairs across 59 cell lines. Regression. Given two drug SMILES strings and cell line genomic features, predict the synergy score measuring deviation from expected non-interaction effect. Drug 1: CC(C1=C(C=CC(=C1Cl)F)Cl)OC2=C(N=CC(=C2)C3=CN(N=C3)C4CCNCC4)N. Drug 2: C1C(C(OC1N2C=NC3=C(N=C(N=C32)Cl)N)CO)O. Cell line: COLO 205. Synergy scores: CSS=9.05, Synergy_ZIP=-7.64, Synergy_Bliss=-7.13, Synergy_Loewe=-15.5, Synergy_HSA=-9.18.